This data is from Full USPTO retrosynthesis dataset with 1.9M reactions from patents (1976-2016). The task is: Predict the reactants needed to synthesize the given product. (1) Given the product [Br:1][C:2]1[CH:3]=[C:4]([S:10]([NH:14][C:15]2[CH:24]=[CH:23][C:18]([C:19]([O:21][CH3:22])=[O:20])=[C:17]([OH:25])[CH:16]=2)(=[O:12])=[O:11])[CH:5]=[CH:6][C:7]=1[O:8][CH3:9], predict the reactants needed to synthesize it. The reactants are: [Br:1][C:2]1[CH:3]=[C:4]([S:10](Cl)(=[O:12])=[O:11])[CH:5]=[CH:6][C:7]=1[O:8][CH3:9].[NH2:14][C:15]1[CH:16]=[C:17]([OH:25])[C:18](=[CH:23][CH:24]=1)[C:19]([O:21][CH3:22])=[O:20].N1C=CC=CC=1.O. (2) Given the product [O:28]1[CH2:31][CH:30]([N:1]2[CH2:6][CH2:5][CH:4]([N:7]3[C:11]4[CH:12]=[CH:13][CH:14]=[CH:15][C:10]=4[N:9]=[C:8]3[C@@H:16]([NH:18][C:19]3[N:27]=[CH:26][N:25]=[C:24]4[C:20]=3[N:21]=[CH:22][NH:23]4)[CH3:17])[CH2:3][CH2:2]2)[CH2:29]1, predict the reactants needed to synthesize it. The reactants are: [NH:1]1[CH2:6][CH2:5][CH:4]([N:7]2[C:11]3[CH:12]=[CH:13][CH:14]=[CH:15][C:10]=3[N:9]=[C:8]2[C@@H:16]([NH:18][C:19]2[N:27]=[CH:26][N:25]=[C:24]3[C:20]=2[N:21]=[CH:22][NH:23]3)[CH3:17])[CH2:3][CH2:2]1.[O:28]1[CH2:31][C:30](=O)[CH2:29]1.CC(O)=O.C(O[BH-](OC(=O)C)OC(=O)C)(=O)C.[Na+].